Dataset: Full USPTO retrosynthesis dataset with 1.9M reactions from patents (1976-2016). Task: Predict the reactants needed to synthesize the given product. (1) The reactants are: [F:1][C:2]([F:34])([F:33])[CH2:3][O:4][C:5]1[CH:32]=[CH:31][C:8]([C:9]([NH:11][C:12]2[CH:17]=[CH:16][C:15]([C@@H:18]3[O:23][CH2:22][CH2:21][N:20](C(OC(C)(C)C)=O)[CH2:19]3)=[CH:14][CH:13]=2)=[O:10])=[CH:7][N:6]=1.[ClH:35]. Given the product [ClH:35].[NH:20]1[CH2:21][CH2:22][O:23][C@@H:18]([C:15]2[CH:14]=[CH:13][C:12]([NH:11][C:9](=[O:10])[C:8]3[CH:31]=[CH:32][C:5]([O:4][CH2:3][C:2]([F:1])([F:33])[F:34])=[N:6][CH:7]=3)=[CH:17][CH:16]=2)[CH2:19]1, predict the reactants needed to synthesize it. (2) Given the product [F:1][C:2]1[CH:3]=[C:4]([C@H:9]2[CH2:14][CH2:13][N:12]([C:15]([O:17][CH2:3][CH2:2][CH2:7][CH3:6])=[O:16])[CH2:11][C@H:10]2[C:22]([O:24][CH2:25][CH3:26])=[O:23])[CH:5]=[CH:6][C:7]=1[F:8], predict the reactants needed to synthesize it. The reactants are: [F:1][C:2]1[CH:3]=[C:4]([C:9]2[CH2:14][CH2:13][N:12]([C:15]([O:17]C(C)(C)C)=[O:16])[CH2:11][C:10]=2[C:22]([O:24][CH2:25][CH3:26])=[O:23])[CH:5]=[CH:6][C:7]=1[F:8].[Mg]. (3) Given the product [CH3:12][N:11]([CH3:13])[C:8]1[CH:9]=[CH:10][C:5]([C:3]2[N:14]=[C:15]3[C:20]([OH:21])=[CH:19][CH:18]=[CH:17][N:16]3[CH:2]=2)=[CH:6][CH:7]=1, predict the reactants needed to synthesize it. The reactants are: Br[CH2:2][C:3]([C:5]1[CH:10]=[CH:9][C:8]([N:11]([CH3:13])[CH3:12])=[CH:7][CH:6]=1)=O.[NH2:14][C:15]1[C:20]([OH:21])=[CH:19][CH:18]=[CH:17][N:16]=1.C(=O)(O)[O-].[Na+].[K+].[Br-].